Dataset: Forward reaction prediction with 1.9M reactions from USPTO patents (1976-2016). Task: Predict the product of the given reaction. (1) Given the reactants [NH2:1][C@@H:2]1[CH2:7][CH2:6][CH2:5][N:4]([C:8]([O:10][C:11]([CH3:14])([CH3:13])[CH3:12])=[O:9])[CH2:3]1.[C:15](O)(=[O:24])[C:16]1[CH:21]=[CH:20][C:19]([O:22][CH3:23])=[CH:18][CH:17]=1.CCN(C(C)C)C(C)C.C1CN([P+](ON2N=NC3C=CC=CC2=3)(N2CCCC2)N2CCCC2)CC1.F[P-](F)(F)(F)(F)F, predict the reaction product. The product is: [CH3:23][O:22][C:19]1[CH:20]=[CH:21][C:16]([C:15]([NH:1][C@@H:2]2[CH2:7][CH2:6][CH2:5][N:4]([C:8]([O:10][C:11]([CH3:14])([CH3:13])[CH3:12])=[O:9])[CH2:3]2)=[O:24])=[CH:17][CH:18]=1. (2) The product is: [C:42]([OH:43])(=[O:47])[C:3]1[CH:2]=[CH:1][CH:6]=[N:5][CH:4]=1. Given the reactants [CH:1]1[CH:6]=[N+:5]([C@@H]2O[C@H](COP(OP(OC[C@H]3O[C@@H](N4C5N=CN=C(N)C=5N=C4)[C@H](O)[C@@H]3O)(O)=O)(O)=O)[C@@H](O)[C@H]2O)[CH:4]=[C:3]([C:42](N)=[O:43])[CH:2]=1.CS(C)=[O:47], predict the reaction product.